Dataset: Catalyst prediction with 721,799 reactions and 888 catalyst types from USPTO. Task: Predict which catalyst facilitates the given reaction. Reactant: [F:1][CH:2]([F:13])[O:3][C:4]1[CH:9]=[CH:8][C:7]([CH2:10][CH2:11][OH:12])=[CH:6][CH:5]=1.C(N(CC)CC)C.[CH3:21][S:22](Cl)(=[O:24])=[O:23]. Product: [F:1][CH:2]([F:13])[O:3][C:4]1[CH:5]=[CH:6][C:7]([CH2:10][CH2:11][O:12][S:22]([CH3:21])(=[O:24])=[O:23])=[CH:8][CH:9]=1. The catalyst class is: 2.